Dataset: Full USPTO retrosynthesis dataset with 1.9M reactions from patents (1976-2016). Task: Predict the reactants needed to synthesize the given product. (1) Given the product [Cl:26][C:5]1[N:6]=[N:7][C:2]([CH3:1])=[C:3]([C:18]2[CH:23]=[CH:22][CH:21]=[CH:20][CH:19]=2)[C:4]=1[C:9]1[C:14]([F:15])=[CH:13][C:12]([F:16])=[CH:11][C:10]=1[F:17], predict the reactants needed to synthesize it. The reactants are: [CH3:1][C:2]1[C:3]([C:18]2[CH:23]=[CH:22][CH:21]=[CH:20][CH:19]=2)=[C:4]([C:9]2[C:14]([F:15])=[CH:13][C:12]([F:16])=[CH:11][C:10]=2[F:17])[C:5](=O)[NH:6][N:7]=1.P(Cl)(Cl)([Cl:26])=O. (2) Given the product [CH2:24]([O:26][C:27]([C:29]1([C:32]2[CH:37]=[CH:36][C:35]([C:19]3[CH:20]=[CH:21][C:16]([C:15]4[O:14][N:13]=[C:12]([CH3:23])[C:11]=4[CH2:10][CH2:9][S:8][CH2:1][C:2]4[CH:7]=[CH:6][CH:5]=[CH:4][CH:3]=4)=[CH:17][CH:18]=3)=[CH:34][CH:33]=2)[CH2:30][CH2:31]1)=[O:28])[CH3:25], predict the reactants needed to synthesize it. The reactants are: [CH2:1]([S:8][CH2:9][CH2:10][C:11]1[C:12]([CH3:23])=[N:13][O:14][C:15]=1[C:16]1[CH:21]=[CH:20][C:19](Br)=[CH:18][CH:17]=1)[C:2]1[CH:7]=[CH:6][CH:5]=[CH:4][CH:3]=1.[CH2:24]([O:26][C:27]([C:29]1([C:32]2[CH:37]=[CH:36][C:35](B3OC(C)(C)C(C)(C)O3)=[CH:34][CH:33]=2)[CH2:31][CH2:30]1)=[O:28])[CH3:25]. (3) Given the product [CH3:1][N:2]1[C:10]2[C:5](=[CH:6][C:7]([NH:11][S:34]([C:31]3[CH:30]=[CH:29][C:28]([O:27][C:26]([F:25])([F:38])[F:39])=[CH:33][CH:32]=3)(=[O:36])=[O:35])=[CH:8][CH:9]=2)[C:4]([C:14]2[CH:15]=[CH:16][CH:17]=[CH:18][CH:19]=2)=[C:3]1[C:20]([OH:22])=[O:21], predict the reactants needed to synthesize it. The reactants are: [CH3:1][N:2]1[C:10]2[C:5](=[CH:6][C:7]([N+:11]([O-])=O)=[CH:8][CH:9]=2)[C:4]([C:14]2[CH:19]=[CH:18][CH:17]=[CH:16][CH:15]=2)=[C:3]1[C:20]([O:22]CC)=[O:21].[F:25][C:26]([F:39])([F:38])[O:27][C:28]1[CH:33]=[CH:32][C:31]([S:34](Cl)(=[O:36])=[O:35])=[CH:30][CH:29]=1. (4) Given the product [CH3:1][C:2]1[Se:6][C:5]([C:7]([O:9][CH3:10])=[O:8])=[CH:4][C:3]=1[N+:11]([O-:13])=[O:12], predict the reactants needed to synthesize it. The reactants are: [CH3:1][C:2]1[Se:6][C:5]([C:7]([O:9][CH3:10])=[O:8])=[CH:4][CH:3]=1.[N+:11]([O-])([OH:13])=[O:12]. (5) Given the product [Br:10][CH2:11][CH2:12][N:1]1[C:9]2[C:4](=[CH:5][CH:6]=[CH:7][CH:8]=2)[CH:3]=[CH:2]1, predict the reactants needed to synthesize it. The reactants are: [NH:1]1[C:9]2[C:4](=[CH:5][CH:6]=[CH:7][CH:8]=2)[CH:3]=[CH:2]1.[Br:10][CH2:11][CH2:12]Br. (6) Given the product [F:37][C:38]1[CH:43]=[CH:42][C:41]([C@@H:44]2[CH2:45][C@H:46]2[C:49]([N:51]2[CH2:56][C@H:55]([C:57]3[O:61][CH:60]=[N:59][CH:58]=3)[NH:54][C:53](=[O:62])[C@@H:52]2[CH2:63][CH:64]([CH3:66])[CH3:65])=[O:50])=[CH:40][CH:39]=1, predict the reactants needed to synthesize it. The reactants are: C([C@H]1C(=O)N[C@@H](C2OC=NC=2)CN1C(OC(C)(C)C)=O)C(C)C.FC1C=CC([C@@H]2C[C@H]2C(O)=O)=CC=1.[F:37][C:38]1[CH:43]=[CH:42][C:41]([C:44]2ON=[C:46]([C:49]([N:51]3[CH2:56][C@H:55]([C:57]4[O:61][CH:60]=[N:59][CH:58]=4)[NH:54][C:53](=[O:62])[C@@H:52]3[CH2:63][CH:64]([CH3:66])[CH3:65])=[O:50])[CH:45]=2)=[CH:40][CH:39]=1. (7) Given the product [F:1][C:2]([F:35])([F:36])[C:3]1[CH:4]=[CH:5][C:6]([C:9]2[CH:10]=[C:11]([C:25]([CH2:32][CH2:33][CH3:34])([CH2:29][CH2:30][CH3:31])[C:26]([OH:28])=[O:27])[CH:12]=[CH:13][C:14]=2[C:15]2[CH:20]=[CH:19][C:18]([C:21]([F:23])([F:24])[F:22])=[CH:17][CH:16]=2)=[CH:7][CH:8]=1, predict the reactants needed to synthesize it. The reactants are: [F:1][C:2]([F:36])([F:35])[C:3]1[CH:8]=[CH:7][C:6]([C:9]2[CH:10]=[C:11]([C:25]([CH2:32][CH:33]=[CH2:34])([CH2:29][CH:30]=[CH2:31])[C:26]([OH:28])=[O:27])[CH:12]=[CH:13][C:14]=2[C:15]2[CH:20]=[CH:19][C:18]([C:21]([F:24])([F:23])[F:22])=[CH:17][CH:16]=2)=[CH:5][CH:4]=1. (8) Given the product [Cl:20][C:15]1[CH:14]=[C:13]([CH:11]2[CH2:12][NH:8][CH2:9][CH:10]2[C:21](=[O:23])[CH3:22])[CH:18]=[CH:17][C:16]=1[Cl:19], predict the reactants needed to synthesize it. The reactants are: C([N:8]1[CH2:12][CH:11]([C:13]2[CH:18]=[CH:17][C:16]([Cl:19])=[C:15]([Cl:20])[CH:14]=2)[CH:10]([C:21](=[O:23])[CH3:22])[CH2:9]1)C1C=CC=CC=1.ClC(OCC(Cl)(Cl)Cl)=O. (9) Given the product [NH2:1][C:2]1[N:3]=[CH:4][C:5]([C:12]2[CH:13]=[CH:14][C:15]([Cl:22])=[C:16]([CH:21]=2)[C:17]([OH:19])=[O:18])=[N:6][C:7]=1[C:8]([NH:10][CH3:11])=[O:9], predict the reactants needed to synthesize it. The reactants are: [NH2:1][C:2]1[N:3]=[CH:4][C:5]([C:12]2[CH:13]=[CH:14][C:15]([Cl:22])=[C:16]([CH:21]=2)[C:17]([O:19]C)=[O:18])=[N:6][C:7]=1[C:8]([NH:10][CH3:11])=[O:9].[OH-].[Na+].Cl.